This data is from Full USPTO retrosynthesis dataset with 1.9M reactions from patents (1976-2016). The task is: Predict the reactants needed to synthesize the given product. Given the product [CH2:28]([O:27][C:25]([C:24]1[NH:9][C:5]2=[CH:4][N:3]=[C:2]([Br:1])[CH:7]=[C:6]2[CH:8]=1)=[O:26])[CH3:29], predict the reactants needed to synthesize it. The reactants are: [Br:1][C:2]1[CH:7]=[C:6]([CH3:8])[C:5]([N+:9]([O-])=O)=[CH:4][N:3]=1.N12CCCN=C1CCCCC2.O.[C:24](OCC)(=O)[C:25]([O:27][CH2:28][CH3:29])=[O:26].